The task is: Predict the reactants needed to synthesize the given product.. This data is from Full USPTO retrosynthesis dataset with 1.9M reactions from patents (1976-2016). (1) Given the product [F:18][C:10]1[CH:9]=[C:8]([CH:3]([NH:2][C:29]([C:28]2[CH:27]=[N:26][N:24]3[CH:25]=[C:20]([CH3:19])[CH:21]=[N:22][C:23]=23)=[O:30])[C:4]([OH:6])([CH3:7])[CH3:5])[CH:13]=[CH:12][C:11]=1[C:14]([F:15])([F:16])[F:17], predict the reactants needed to synthesize it. The reactants are: Cl.[NH2:2][CH:3]([C:8]1[CH:13]=[CH:12][C:11]([C:14]([F:17])([F:16])[F:15])=[C:10]([F:18])[CH:9]=1)[C:4]([CH3:7])([OH:6])[CH3:5].[CH3:19][C:20]1[CH:21]=[N:22][C:23]2[N:24]([N:26]=[CH:27][C:28]=2[C:29](O)=[O:30])[CH:25]=1.Cl.CN(C)CCCN=C=NCC.ON1C2C=CC=CC=2N=N1. (2) Given the product [CH2:23]([O:22][C:20]([N:16]1[CH2:17][CH2:18][CH2:19][C:15]1([C:30]1[O:11][C:3]2[C:4]([C:5]([OH:7])=[O:6])=[CH:8][CH:9]=[CH:10][C:2]=2[N:1]=1)[CH3:13])=[O:21])[C:24]1[CH:25]=[CH:26][CH:27]=[CH:28][CH:29]=1, predict the reactants needed to synthesize it. The reactants are: [NH2:1][C:2]1[CH:10]=[CH:9][CH:8]=[C:4]([C:5]([OH:7])=[O:6])[C:3]=1[OH:11].Cl[C:13]([C:15]1([CH3:30])[CH2:19][CH2:18][CH2:17][N:16]1[C:20]([O:22][CH2:23][C:24]1[CH:29]=[CH:28][CH:27]=[CH:26][CH:25]=1)=[O:21])=O. (3) Given the product [F:19][C:16]1[CH:17]=[CH:18][C:13]([NH:12][C:4]2[CH:3]=[C:2]([C:27]3[CH:28]=[CH:29][C:24]([S:21]([CH3:20])(=[O:23])=[O:22])=[CH:25][CH:26]=3)[CH:11]=[CH:10][C:5]=2[C:6]([OH:8])=[O:7])=[CH:14][CH:15]=1, predict the reactants needed to synthesize it. The reactants are: Br[C:2]1[CH:11]=[CH:10][C:5]([C:6]([O:8]C)=[O:7])=[C:4]([NH:12][C:13]2[CH:18]=[CH:17][C:16]([F:19])=[CH:15][CH:14]=2)[CH:3]=1.[CH3:20][S:21]([C:24]1[CH:29]=[CH:28][C:27](B(O)O)=[CH:26][CH:25]=1)(=[O:23])=[O:22].C(=O)([O-])[O-].[Na+].[Na+]. (4) Given the product [CH2:1]([C:5]1([CH2:18][OH:19])[CH2:6][CH2:7][N:8]([C:11]([O:13][C:14]([CH3:16])([CH3:15])[CH3:17])=[O:12])[CH2:9][CH2:10]1)[CH2:2][CH:3]=[CH2:4], predict the reactants needed to synthesize it. The reactants are: [CH2:1]([C:5]1([C:18](OC)=[O:19])[CH2:10][CH2:9][N:8]([C:11]([O:13][C:14]([CH3:17])([CH3:16])[CH3:15])=[O:12])[CH2:7][CH2:6]1)[CH2:2][CH:3]=[CH2:4].[H-].[H-].[H-].[H-].[Li+].[Al+3].C1COCC1.O.[OH-].[Na+]. (5) Given the product [Cl:20][C:12]([C:13]([CH3:16])([CH3:15])[CH3:14])=[CH:11][C:9]#[N:7], predict the reactants needed to synthesize it. The reactants are: O=P(Cl)(Cl)Cl.C[N:7]([CH:9]=O)C.[CH3:11][C:12](=O)[C:13]([CH3:16])([CH3:15])[CH3:14].NO.[ClH:20]. (6) Given the product [Cl:27][C:28]1[CH:33]=[CH:32][C:31](/[CH:34]=[CH:35]/[C:2]2[CH:3]=[C:4]([N:8]3[C:12]([CH3:13])=[C:11]([C:14]([N:16]4[CH2:20][CH2:19][CH:18]([N:21]([CH2:24][CH3:25])[CH2:22][CH3:23])[CH2:17]4)=[O:15])[C:10]([CH3:26])=[N:9]3)[CH:5]=[CH:6][CH:7]=2)=[CH:30][CH:29]=1, predict the reactants needed to synthesize it. The reactants are: Br[C:2]1[CH:3]=[C:4]([N:8]2[C:12]([CH3:13])=[C:11]([C:14]([N:16]3[CH2:20][CH2:19][CH:18]([N:21]([CH2:24][CH3:25])[CH2:22][CH3:23])[CH2:17]3)=[O:15])[C:10]([CH3:26])=[N:9]2)[CH:5]=[CH:6][CH:7]=1.[Cl:27][C:28]1[CH:33]=[CH:32][C:31](/[CH:34]=[CH:35]/B(O)O)=[CH:30][CH:29]=1.